From a dataset of Full USPTO retrosynthesis dataset with 1.9M reactions from patents (1976-2016). Predict the reactants needed to synthesize the given product. (1) Given the product [CH:18]([C:16]1[N:17]=[C:13]([C:11]2[CH:2]=[C:1]([OH:3])[C:4]3[C:9](=[C:8]([Cl:21])[C:7]([O:22][CH3:23])=[CH:6][CH:5]=3)[N:10]=2)[S:14][CH:15]=1)([CH3:20])[CH3:19], predict the reactants needed to synthesize it. The reactants are: [C:1]([C:4]1[C:9]([NH:10][C:11]([C:13]2[S:14][CH:15]=[C:16]([CH:18]([CH3:20])[CH3:19])[N:17]=2)=O)=[C:8]([Cl:21])[C:7]([O:22][CH3:23])=[CH:6][CH:5]=1)(=[O:3])[CH3:2].C(C1N=C(C2C=C(O)C3C(=C(C)C(OC)=CC=3)N=2)SC=1)(C)C. (2) Given the product [ClH:11].[NH:1]([C:3]1[CH:8]=[C:7]([C:9]#[N:10])[CH:6]=[CH:5][N:4]=1)[NH2:2], predict the reactants needed to synthesize it. The reactants are: [NH:1]([C:3]1[CH:8]=[C:7]([C:9]#[N:10])[CH:6]=[CH:5][N:4]=1)[NH2:2].[ClH:11]. (3) Given the product [NH2:23][CH:19]([C:9]1[N:8]([CH2:1][C:2]2[CH:7]=[CH:6][CH:5]=[CH:4][CH:3]=2)[C:13](=[O:14])[C:12]2[C:15]([CH3:18])=[N:16][S:17][C:11]=2[N:10]=1)[CH2:20][CH3:21], predict the reactants needed to synthesize it. The reactants are: [CH2:1]([N:8]1[C:13](=[O:14])[C:12]2[C:15]([CH3:18])=[N:16][S:17][C:11]=2[N:10]=[C:9]1[CH:19](Br)[CH2:20][CH3:21])[C:2]1[CH:7]=[CH:6][CH:5]=[CH:4][CH:3]=1.[NH3:23]. (4) The reactants are: CC1C=CC(S(O[N:12]=[C:13]2[CH2:18][CH2:17][CH:16]([C:19]([O:21][CH2:22][CH3:23])=[O:20])[CH2:15][CH2:14]2)(=O)=O)=CC=1.C(O)(=[O:26])C. Given the product [O:26]=[C:13]1[NH:12][CH2:18][CH2:17][CH:16]([C:19]([O:21][CH2:22][CH3:23])=[O:20])[CH2:15][CH2:14]1, predict the reactants needed to synthesize it. (5) Given the product [CH2:24]([N:12]1[C:13]2[N:14]=[C:15]([Cl:23])[NH:16][C:17]=2[C:18](=[O:19])[N:10]([CH2:9][CH2:8][CH2:7][CH2:6][N:38]2[C:37](=[O:48])[CH:36]([CH3:35])[N:40]([C:41]3[CH:46]=[CH:45][CH:44]=[CH:43][CH:42]=3)[C:39]2=[O:47])[C:11]1=[O:28])[CH2:25][CH2:26][CH3:27], predict the reactants needed to synthesize it. The reactants are: CS(O[CH2:6][CH2:7][CH2:8][CH2:9][N:10]1[C:18](=[O:19])[C:17]2[N:16](CC=C)[C:15]([Cl:23])=[N:14][C:13]=2[N:12]([CH2:24][CH2:25][CH2:26][CH3:27])[C:11]1=[O:28])(=O)=O.C([O-])([O-])=O.[Cs+].[Cs+].[CH3:35][CH:36]1[N:40]([C:41]2[CH:46]=[CH:45][CH:44]=[CH:43][CH:42]=2)[C:39](=[O:47])[NH:38][C:37]1=[O:48].N1CCOCC1.